Dataset: Reaction yield outcomes from USPTO patents with 853,638 reactions. Task: Predict the reaction yield, written as a fraction of the theoretical maximum amount of product (1.0 means a 100% yield; for example, 0.34 means a 34% yield). The catalyst is O1CCCC1.CO. The product is [OH:3][CH2:4][CH2:5][N:6]([C:15]1[CH:16]=[CH:17][CH:18]=[C:19]2[C:23]=1[NH:22][C:21]([C:24]1[S:25][CH:26]([CH2:29][N:30]3[CH2:35][CH2:34][O:33][CH2:32][CH2:31]3)[CH2:27][N:28]=1)=[CH:20]2)[S:7]([C:10]1[S:11][CH:12]=[CH:13][CH:14]=1)(=[O:8])=[O:9]. The reactants are C([O:3][C:4](=O)[CH2:5][N:6]([C:15]1[CH:16]=[CH:17][CH:18]=[C:19]2[C:23]=1[NH:22][C:21]([C:24]1[S:25][CH:26]([CH2:29][N:30]3[CH2:35][CH2:34][O:33][CH2:32][CH2:31]3)[CH2:27][N:28]=1)=[CH:20]2)[S:7]([C:10]1[S:11][CH:12]=[CH:13][CH:14]=1)(=[O:9])=[O:8])C.[BH4-].[Li+].Cl. The yield is 0.760.